Dataset: Full USPTO retrosynthesis dataset with 1.9M reactions from patents (1976-2016). Task: Predict the reactants needed to synthesize the given product. (1) Given the product [CH3:23][S:24][C:25]1[CH:32]=[CH:31][CH:30]=[CH:29][C:26]=1[CH2:27][NH:28][C:4]([C:6]1[N:7]=[C:8]([C:15]2[C:16]([F:22])=[CH:17][CH:18]=[CH:19][C:20]=2[F:21])[N:9]([CH3:14])[C:10](=[O:13])[C:11]=1[OH:12])=[O:5], predict the reactants needed to synthesize it. The reactants are: C(O[C:4]([C:6]1[N:7]=[C:8]([C:15]2[C:20]([F:21])=[CH:19][CH:18]=[CH:17][C:16]=2[F:22])[N:9]([CH3:14])[C:10](=[O:13])[C:11]=1[OH:12])=[O:5])C.[CH3:23][S:24][C:25]1[CH:32]=[CH:31][CH:30]=[CH:29][C:26]=1[CH2:27][NH2:28]. (2) Given the product [C:13]([O:4][C:3]([C:5]([F:8])([F:7])[F:6])([C:2]([F:10])([F:9])[F:1])[CH3:11])(=[O:17])[C:14]([CH3:16])=[CH2:15], predict the reactants needed to synthesize it. The reactants are: [F:1][C:2]([F:10])([F:9])[C:3]([C:5]([F:8])([F:7])[F:6])=[O:4].[CH3:11][Li].[C:13](Cl)(=[O:17])[C:14]([CH3:16])=[CH2:15]. (3) Given the product [NH2:9][C:8]1[CH:7]=[CH:6][C:5]([C:12]2[CH2:17][CH2:16][N:15]([C:18]([O:20][C:21]([CH3:22])([CH3:23])[CH3:24])=[O:19])[CH2:14][CH:13]=2)=[CH:4][C:3]=1[O:2][CH3:1], predict the reactants needed to synthesize it. The reactants are: [CH3:1][O:2][C:3]1[CH:4]=[C:5]([C:12]2[CH2:13][CH2:14][N:15]([C:18]([O:20][C:21]([CH3:24])([CH3:23])[CH3:22])=[O:19])[CH2:16][CH:17]=2)[CH:6]=[CH:7][C:8]=1[N+:9]([O-])=O.Cl. (4) Given the product [Cl:1][C:2]1[N:3]=[N:4][C:5]([NH:13][NH2:14])=[CH:6][C:7]=1[Si:8]([CH3:11])([CH3:10])[CH3:9], predict the reactants needed to synthesize it. The reactants are: [Cl:1][C:2]1[N:3]=[N:4][C:5](Cl)=[CH:6][C:7]=1[Si:8]([CH3:11])([CH3:10])[CH3:9].[NH2:13][NH2:14].C(N(C(C)C)CC)(C)C. (5) Given the product [CH:13]([C:2]1[N:1]=[C:5]2[N:4]([CH:3]=1)[C:8]1[CH:9]=[CH:10][CH:11]=[CH:12][C:7]=1[S:6]2)=[O:14], predict the reactants needed to synthesize it. The reactants are: [N:1]1[C:2]([CH2:13][OH:14])=[CH:3][N:4]2[C:8]3[CH:9]=[CH:10][CH:11]=[CH:12][C:7]=3[S:6][C:5]=12.